From a dataset of NCI-60 drug combinations with 297,098 pairs across 59 cell lines. Regression. Given two drug SMILES strings and cell line genomic features, predict the synergy score measuring deviation from expected non-interaction effect. Cell line: A498. Synergy scores: CSS=5.05, Synergy_ZIP=-1.44, Synergy_Bliss=1.34, Synergy_Loewe=-0.266, Synergy_HSA=-0.936. Drug 2: CC1=C(C(CCC1)(C)C)C=CC(=CC=CC(=CC(=O)O)C)C. Drug 1: C1=CC(=CC=C1CC(C(=O)O)N)N(CCCl)CCCl.Cl.